This data is from Peptide-MHC class II binding affinity with 134,281 pairs from IEDB. The task is: Regression. Given a peptide amino acid sequence and an MHC pseudo amino acid sequence, predict their binding affinity value. This is MHC class II binding data. (1) The peptide sequence is DPWFAHGTPMPKIQNVSSSD. The MHC is DRB1_1101 with pseudo-sequence DRB1_1101. The binding affinity (normalized) is 0. (2) The peptide sequence is FKVAATAAATAPADD. The MHC is HLA-DQA10103-DQB10603 with pseudo-sequence HLA-DQA10103-DQB10603. The binding affinity (normalized) is 0. (3) The peptide sequence is IVYIKPAKNIYSFNE. The MHC is DRB1_0802 with pseudo-sequence DRB1_0802. The binding affinity (normalized) is 0.905. (4) The peptide sequence is LSLCNKIKGLKVFNT. The MHC is DRB1_0802 with pseudo-sequence DRB1_0802. The binding affinity (normalized) is 0.448. (5) The peptide sequence is IDLWSYNAELLVALE. The binding affinity (normalized) is 0.479. The MHC is DRB1_1302 with pseudo-sequence DRB1_1302. (6) The peptide sequence is DNIFIPSVITKSGKK. The MHC is DRB1_0401 with pseudo-sequence DRB1_0401. The binding affinity (normalized) is 0.513. (7) The MHC is DRB1_1501 with pseudo-sequence DRB1_1501. The binding affinity (normalized) is 0.603. The peptide sequence is IDLSIQNYHTFLIYI.